Dataset: Full USPTO retrosynthesis dataset with 1.9M reactions from patents (1976-2016). Task: Predict the reactants needed to synthesize the given product. (1) Given the product [NH2:2][C:5]1[CH:6]=[C:7]([CH:25]=[CH:26][C:27]=1[O:28][CH3:29])[CH:8]=[C:9]1[S:13][C:12](=[O:14])[N:11]([CH2:15][C:16]2[CH:21]=[CH:20][C:19]([Cl:22])=[C:18]([Cl:23])[CH:17]=2)[C:10]1=[O:24], predict the reactants needed to synthesize it. The reactants are: Cl.[N+:2]([C:5]1[CH:6]=[C:7]([CH:25]=[CH:26][C:27]=1[O:28][CH3:29])[CH:8]=[C:9]1[S:13][C:12](=[O:14])[N:11]([CH2:15][C:16]2[CH:21]=[CH:20][C:19]([Cl:22])=[C:18]([Cl:23])[CH:17]=2)[C:10]1=[O:24])([O-])=O. (2) Given the product [CH3:33][S:34]([O:1][CH:2]1[CH2:3][CH2:4][N:5]([C:8]2[N:13]=[C:12]([CH3:14])[N:11]([CH2:15][C:16]3[S:17][C:18]([C:21]([F:23])([F:22])[F:24])=[CH:19][CH:20]=3)[C:10](=[O:25])[N:9]=2)[CH2:6][CH2:7]1)(=[O:36])=[O:35], predict the reactants needed to synthesize it. The reactants are: [OH:1][CH:2]1[CH2:7][CH2:6][N:5]([C:8]2[N:13]=[C:12]([CH3:14])[N:11]([CH2:15][C:16]3[S:17][C:18]([C:21]([F:24])([F:23])[F:22])=[CH:19][CH:20]=3)[C:10](=[O:25])[N:9]=2)[CH2:4][CH2:3]1.C(N(CC)CC)C.[CH3:33][S:34](Cl)(=[O:36])=[O:35]. (3) Given the product [F:58][C:55]1[CH:54]=[CH:53][C:52]([O:51][C:45]2[N:46]=[CH:47][CH:48]=[CH:49][C:44]=2[C:43]([NH:42][CH2:41][C:40]2[CH:60]=[CH:61][C:37]([CH2:36][NH:35][C:4](=[O:6])[C:3]3[CH:7]=[CH:8][CH:9]=[C:10]([CH3:11])[C:2]=3[OH:1])=[CH:38][CH:39]=2)=[O:59])=[CH:57][CH:56]=1, predict the reactants needed to synthesize it. The reactants are: [OH:1][C:2]1[C:10]([CH3:11])=[CH:9][CH:8]=[CH:7][C:3]=1[C:4]([OH:6])=O.ON1C2C=CC=CC=2N=N1.Cl.CN(C)CCCN=C=NCC.Cl.[NH2:35][CH2:36][C:37]1[CH:61]=[CH:60][C:40]([CH2:41][NH:42][C:43](=[O:59])[C:44]2[CH:49]=[C:48](F)[CH:47]=[N:46][C:45]=2[O:51][C:52]2[CH:57]=[CH:56][C:55]([F:58])=[CH:54][CH:53]=2)=[CH:39][CH:38]=1.CN1CCOCC1. (4) Given the product [Cl:1][C:2]1[CH:3]=[C:4]([NH:5][C:6]2[C:15]3[C:10](=[CH:11][CH:12]=[C:13]([C:16]4[O:20][C:19]([CH2:21][NH:41][CH2:40][CH2:39][S:36]([CH3:35])(=[O:38])=[O:37])=[CH:18][CH:17]=4)[CH:14]=3)[N:9]=[CH:8][N:7]=2)[CH:23]=[CH:24][C:25]=1[O:26][CH2:27][C:28]1[CH:33]=[CH:32][CH:31]=[C:30]([F:34])[CH:29]=1, predict the reactants needed to synthesize it. The reactants are: [Cl:1][C:2]1[CH:3]=[C:4]([CH:23]=[CH:24][C:25]=1[O:26][CH2:27][C:28]1[CH:33]=[CH:32][CH:31]=[C:30]([F:34])[CH:29]=1)[NH:5][C:6]1[C:15]2[C:10](=[CH:11][CH:12]=[C:13]([C:16]3[O:20][C:19]([CH:21]=O)=[CH:18][CH:17]=3)[CH:14]=2)[N:9]=[CH:8][N:7]=1.[CH3:35][S:36]([CH2:39][CH2:40][NH2:41])(=[O:38])=[O:37]. (5) Given the product [CH2:7]([N:14]1[C:15]([C:16]2[C:21]([N+:22]([O-:24])=[O:23])=[CH:20][CH:19]=[CH:18][C:17]=2[CH3:25])=[N:29][N:28]=[N:27]1)[C:8]1[CH:13]=[CH:12][CH:11]=[CH:10][CH:9]=1, predict the reactants needed to synthesize it. The reactants are: P(Cl)(Cl)(Cl)(Cl)Cl.[CH2:7]([NH:14][C:15](=O)[C:16]1[C:21]([N+:22]([O-:24])=[O:23])=[CH:20][CH:19]=[CH:18][C:17]=1[CH3:25])[C:8]1[CH:13]=[CH:12][CH:11]=[CH:10][CH:9]=1.[N:27]([Si](C)(C)C)=[N+:28]=[N-:29].C(=O)(O)[O-].[Na+]. (6) Given the product [CH:11]([O:10][C:4]1[C:3]([S:14][CH2:15][C:16]2[CH:21]=[CH:20][CH:19]=[CH:18][CH:17]=2)=[C:2]([C:22]#[C:23][CH3:24])[CH:7]=[CH:6][C:5]=1[O:8][CH3:9])([CH3:13])[CH3:12], predict the reactants needed to synthesize it. The reactants are: I[C:2]1[CH:7]=[CH:6][C:5]([O:8][CH3:9])=[C:4]([O:10][CH:11]([CH3:13])[CH3:12])[C:3]=1[S:14][CH2:15][C:16]1[CH:21]=[CH:20][CH:19]=[CH:18][CH:17]=1.[CH:22]#[C:23][CH3:24]. (7) The reactants are: Cl.[O:2]=[C:3]1[NH:7][N:6]=[C:5]([C:8]2[CH:9]=[C:10]3[C:20](=[CH:21][CH:22]=2)[O:19][C:13]2([CH2:18][CH2:17][NH:16][CH2:15][CH2:14]2)[CH2:12][C:11]3=[O:23])[NH:4]1.[CH2:24]([O:26][C:27]1[CH:28]=[C:29]([CH:33]=[C:34]([O:42][CH2:43][CH3:44])[C:35]=1[C:36]1[CH:37]=[N:38][N:39]([CH3:41])[CH:40]=1)[C:30](O)=[O:31])[CH3:25].CCN=C=NCCCN(C)C.C1C=CC2N(O)N=NC=2C=1. Given the product [CH2:24]([O:26][C:27]1[CH:28]=[C:29]([C:30]([N:16]2[CH2:17][CH2:18][C:13]3([CH2:12][C:11](=[O:23])[C:10]4[C:20](=[CH:21][CH:22]=[C:8]([C:5]5[NH:4][C:3](=[O:2])[NH:7][N:6]=5)[CH:9]=4)[O:19]3)[CH2:14][CH2:15]2)=[O:31])[CH:33]=[C:34]([O:42][CH2:43][CH3:44])[C:35]=1[C:36]1[CH:37]=[N:38][N:39]([CH3:41])[CH:40]=1)[CH3:25], predict the reactants needed to synthesize it.